This data is from Forward reaction prediction with 1.9M reactions from USPTO patents (1976-2016). The task is: Predict the product of the given reaction. Given the reactants Cl[C:2]1[C:7]([O:8][CH2:9][CH2:10][O:11]C2CCCCO2)=[CH:6][CH:5]=[CH:4][N:3]=1.[CH3:18][N:19]([CH3:24])[CH2:20][CH2:21][CH2:22][OH:23].CC(C)([O-])C.[K+].C(O)(C)(C)C, predict the reaction product. The product is: [CH3:18][N:19]([CH3:24])[CH2:20][CH2:21][CH2:22][O:23][C:2]1[C:7]([O:8][CH2:9][CH2:10][OH:11])=[CH:6][CH:5]=[CH:4][N:3]=1.